Task: Predict the reaction yield, written as a fraction of the theoretical maximum amount of product (1.0 means a 100% yield; for example, 0.34 means a 34% yield).. Dataset: Reaction yield outcomes from USPTO patents with 853,638 reactions (1) The reactants are Cl.[N:2]1[CH:7]=[CH:6][CH:5]=[C:4]([CH2:8][CH2:9][C:10]([OH:12])=[O:11])[CH:3]=1.[CH2:13](O)[C:14]1[CH:19]=[CH:18][CH:17]=[CH:16][CH:15]=1.O.C1(C)C=CC(S(O)(=O)=O)=CC=1.C(=O)([O-])O.[Na+]. The catalyst is C(OCC)(=O)C. The product is [N:2]1[CH:7]=[CH:6][CH:5]=[C:4]([CH2:8][CH2:9][C:10]([O:12][CH2:13][C:14]2[CH:19]=[CH:18][CH:17]=[CH:16][CH:15]=2)=[O:11])[CH:3]=1. The yield is 0.700. (2) The reactants are C[O:2][C:3]1[CH:4]=[C:5]2[C:10](=[CH:11][CH:12]=1)[C:9]([O:13][C:14]1[CH:19]=[CH:18][C:17](/[CH:20]=[CH:21]/[C:22]([OH:24])=[O:23])=[CH:16][CH:15]=1)=[C:8]([C:25]1[CH:30]=[CH:29][CH:28]=[CH:27][CH:26]=1)[C:7]([CH2:31][CH2:32][CH2:33][CH2:34][CH3:35])=[CH:6]2.B(Br)(Br)Br. The catalyst is C(Cl)Cl. The product is [OH:2][C:3]1[CH:4]=[C:5]2[C:10](=[CH:11][CH:12]=1)[C:9]([O:13][C:14]1[CH:15]=[CH:16][C:17](/[CH:20]=[CH:21]/[C:22]([OH:24])=[O:23])=[CH:18][CH:19]=1)=[C:8]([C:25]1[CH:26]=[CH:27][CH:28]=[CH:29][CH:30]=1)[C:7]([CH2:31][CH2:32][CH2:33][CH2:34][CH3:35])=[CH:6]2. The yield is 0.540. (3) The reactants are [Cl:1][C:2]1[CH:3]=[C:4]([CH:7]=[CH:8][CH:9]=1)[C:5]#[N:6].Cl.[NH2:11][OH:12].[OH-].[Na+]. The catalyst is C(O)C.O. The product is [Cl:1][C:2]1[CH:3]=[C:4]([C:5](=[N:11][OH:12])[NH2:6])[CH:7]=[CH:8][CH:9]=1. The yield is 0.930. (4) The reactants are [H-].[Al+3].[Li+].[H-].[H-].[H-].[CH3:7][CH:8]([C:10]1[N:11]=[CH:12][S:13][C:14]=1[C:15](OCC)=[O:16])[CH3:9].O.CCOC(C)=O. The catalyst is C1COCC1. The product is [CH3:7][CH:8]([C:10]1[N:11]=[CH:12][S:13][C:14]=1[CH2:15][OH:16])[CH3:9]. The yield is 0.960. (5) The reactants are [CH:1]1([NH:4][C:5](=[O:31])[C:6]2[CH:11]=[CH:10][C:9]([C:12]3[N:16]4[CH:17]=[C:18]([C:25]5[CH:30]=[CH:29][N:28]=[CH:27][CH:26]=5)[N:19]=[C:20](S(C)(=O)=O)[C:15]4=[N:14][CH:13]=3)=[CH:8][CH:7]=2)[CH2:3][CH2:2]1.[NH2:32][CH2:33][CH2:34][CH2:35][NH:36][C:37](=[O:43])[O:38][C:39]([CH3:42])([CH3:41])[CH3:40].CCN(C(C)C)C(C)C. No catalyst specified. The product is [CH:1]1([NH:4][C:5]([C:6]2[CH:11]=[CH:10][C:9]([C:12]3[N:16]4[CH:17]=[C:18]([C:25]5[CH:30]=[CH:29][N:28]=[CH:27][CH:26]=5)[N:19]=[C:20]([NH:32][CH2:33][CH2:34][CH2:35][NH:36][C:37](=[O:43])[O:38][C:39]([CH3:41])([CH3:40])[CH3:42])[C:15]4=[N:14][CH:13]=3)=[CH:8][CH:7]=2)=[O:31])[CH2:3][CH2:2]1. The yield is 0.110. (6) The reactants are [NH:1]([C:8]([C@H:10]1[N:14]2[C:15](=[O:41])[C:16]([N:19]([CH2:30][C:31]3[CH:36]=[CH:35][CH:34]=[C:33](C(F)(F)F)[CH:32]=3)[C:20](=[O:29])[O:21][CH2:22][C:23]3[CH:28]=[CH:27][CH:26]=[CH:25][CH:24]=3)=[CH:17][N:18]=[C:13]2[CH:12]([CH3:42])[CH2:11]1)=[O:9])[C:2]1[CH:7]=[CH:6][CH:5]=[CH:4][CH:3]=1.[Li+].C[Si]([N-][Si](C)(C)C)(C)C.[CH2:53](Br)[CH:54]=[CH:55][C:56]1[CH:61]=[CH:60][CH:59]=[CH:58][CH:57]=1. The catalyst is C1COCC1. The product is [NH:1]([C:8]([C@H:10]1[N:14]2[C:15](=[O:41])[C:16]([N:19]([CH2:30][C:31]3[CH:32]=[CH:33][CH:34]=[CH:35][CH:36]=3)[C:20](=[O:29])[O:21][CH2:22][C:23]3[CH:24]=[CH:25][CH:26]=[CH:27][CH:28]=3)=[CH:17][N:18]=[C:13]2[C@:12]([CH3:42])([CH2:53]/[CH:54]=[CH:55]/[C:56]2[CH:61]=[CH:60][CH:59]=[CH:58][CH:57]=2)[CH2:11]1)=[O:9])[C:2]1[CH:7]=[CH:6][CH:5]=[CH:4][CH:3]=1. The yield is 0.660. (7) The reactants are [CH:1]1([C:4]2[N:8]([C:9]([O:11][C:12]([CH3:15])([CH3:14])[CH3:13])=[O:10])[C:7]3[CH:16]=[C:17]([C:29]4[C:30]([CH3:35])=[N:31][O:32][C:33]=4[CH3:34])[CH:18]=[C:19]([CH:20]([CH:22]4[CH2:26][CH2:25][C:24]([CH3:28])([CH3:27])[O:23]4)[OH:21])[C:6]=3[N:5]=2)[CH2:3][CH2:2]1.CC(OI1(OC(C)=O)(OC(C)=O)OC(=O)C2C=CC=CC1=2)=O. The catalyst is C(Cl)Cl. The product is [CH:1]1([C:4]2[N:8]([C:9]([O:11][C:12]([CH3:14])([CH3:13])[CH3:15])=[O:10])[C:7]3[CH:16]=[C:17]([C:29]4[C:30]([CH3:35])=[N:31][O:32][C:33]=4[CH3:34])[CH:18]=[C:19]([C:20]([CH:22]4[CH2:26][CH2:25][C:24]([CH3:27])([CH3:28])[O:23]4)=[O:21])[C:6]=3[N:5]=2)[CH2:2][CH2:3]1. The yield is 0.570. (8) The reactants are [OH:1][N:2]1[C:6](=[O:7])[CH2:5][CH2:4][C:3]1=[O:8].[CH3:9][O:10][C:11]([C@H:13]1[CH2:18][CH2:17][C@H:16]([C:19](O)=[O:20])[CH2:15][CH2:14]1)=[O:12].C1(N=C=NC2CCCCC2)CCCCC1. The catalyst is C1COCC1. The product is [O:8]=[C:3]1[CH2:4][CH2:5][C:6](=[O:7])[N:2]1[O:1][C:19]([C@H:16]1[CH2:15][CH2:14][C@H:13]([C:11]([O:10][CH3:9])=[O:12])[CH2:18][CH2:17]1)=[O:20]. The yield is 0.780. (9) The yield is 0.900. The catalyst is O1CCOCC1. The reactants are [Br:1][C:2]1[CH:23]=[CH:22][C:5]([C:6]([NH:8][C:9]2[CH:14]=[CH:13][CH:12]=[CH:11][C:10]=2[NH:15][C:16]2[CH:21]=[CH:20][CH:19]=[CH:18][CH:17]=2)=O)=[CH:4][CH:3]=1.P(Cl)(Cl)(Cl)=O. The product is [Br:1][C:2]1[CH:23]=[CH:22][C:5]([C:6]2[N:15]([C:16]3[CH:21]=[CH:20][CH:19]=[CH:18][CH:17]=3)[C:10]3[CH:11]=[CH:12][CH:13]=[CH:14][C:9]=3[N:8]=2)=[CH:4][CH:3]=1. (10) The catalyst is O1CCCC1. The product is [Cl:1][C:2]1[CH:7]=[C:6]([Cl:8])[CH:5]=[CH:4][C:3]=1[C:9]1[O:13][N:12]=[CH:11][C:10]=1[CH2:14][OH:15]. The reactants are [Cl:1][C:2]1[CH:7]=[C:6]([Cl:8])[CH:5]=[CH:4][C:3]=1[C:9]1[O:13][N:12]=[CH:11][C:10]=1[C:14](OCC)=[O:15].[H-].C([Al+]CC(C)C)C(C)C.Cl. The yield is 0.960.